This data is from Forward reaction prediction with 1.9M reactions from USPTO patents (1976-2016). The task is: Predict the product of the given reaction. (1) Given the reactants [NH2:1][CH:2]([C:9]1[C:14]([O:15][CH3:16])=[CH:13][CH:12]=[CH:11][C:10]=1[O:17][CH3:18])[CH2:3][CH2:4][C:5]([O:7]C)=O.[N:19]1[CH:24]=[CH:23][CH:22]=[C:21]([C:25]2[CH:26]=[C:27]([CH:30]=[CH:31][CH:32]=2)[CH:28]=O)[CH:20]=1, predict the reaction product. The product is: [CH3:18][O:17][C:10]1[CH:11]=[CH:12][CH:13]=[C:14]([O:15][CH3:16])[C:9]=1[CH:2]1[N:1]([CH2:28][C:27]2[CH:30]=[CH:31][CH:32]=[C:25]([C:21]3[CH:20]=[N:19][CH:24]=[CH:23][CH:22]=3)[CH:26]=2)[C:5](=[O:7])[CH2:4][CH2:3]1. (2) Given the reactants [F:1][C:2]1[CH:7]=[CH:6][C:5]([C:8]2[N:12]([CH3:13])[C:11]([C:14]([O:16]C)=[O:15])=[CH:10][CH:9]=2)=[C:4]([CH3:18])[CH:3]=1.[OH-].[Na+], predict the reaction product. The product is: [F:1][C:2]1[CH:7]=[CH:6][C:5]([C:8]2[N:12]([CH3:13])[C:11]([C:14]([OH:16])=[O:15])=[CH:10][CH:9]=2)=[C:4]([CH3:18])[CH:3]=1.